Dataset: Merck oncology drug combination screen with 23,052 pairs across 39 cell lines. Task: Regression. Given two drug SMILES strings and cell line genomic features, predict the synergy score measuring deviation from expected non-interaction effect. Drug 1: N.N.O=C(O)C1(C(=O)O)CCC1.[Pt]. Drug 2: C=CCn1c(=O)c2cnc(Nc3ccc(N4CCN(C)CC4)cc3)nc2n1-c1cccc(C(C)(C)O)n1. Cell line: A2058. Synergy scores: synergy=2.10.